This data is from Catalyst prediction with 721,799 reactions and 888 catalyst types from USPTO. The task is: Predict which catalyst facilitates the given reaction. (1) Reactant: [F:1][C:2]1([F:21])[CH2:7][O:6][C:5]([NH2:8])=[N:4][C@:3]1([CH2:19][F:20])[C:9]1[CH:14]=[C:13]([N+:15]([O-])=O)[CH:12]=[CH:11][C:10]=1[F:18]. Product: [NH2:15][C:13]1[CH:12]=[CH:11][C:10]([F:18])=[C:9]([C@:3]2([CH2:19][F:20])[C:2]([F:21])([F:1])[CH2:7][O:6][C:5]([NH2:8])=[N:4]2)[CH:14]=1. The catalyst class is: 29. (2) Reactant: [NH2:1][C:2]1[CH:3]=[C:4]([NH:8][C:9]2[N:14]=[C:13]([NH:15][C:16]3[CH:21]=[CH:20][CH:19]=[C:18]([NH2:22])[CH:17]=3)[C:12]([F:23])=[CH:11][N:10]=2)[CH:5]=[CH:6][CH:7]=1.[ClH:24]. Product: [ClH:24].[NH2:1][C:2]1[CH:3]=[C:4]([NH:8][C:9]2[N:14]=[C:13]([NH:15][C:16]3[CH:21]=[CH:20][CH:19]=[C:18]([NH2:22])[CH:17]=3)[C:12]([F:23])=[CH:11][N:10]=2)[CH:5]=[CH:6][CH:7]=1. The catalyst class is: 12.